Dataset: Human Reference Interactome with 51,813 positive PPI pairs across 8,248 proteins, plus equal number of experimentally-validated negative pairs. Task: Binary Classification. Given two protein amino acid sequences, predict whether they physically interact or not. (1) Protein 1 (ENSG00000188060) has sequence MATQGPDKVIFLLVGHKSDLQSTRCVSAQEAEELAASLGMAFVETSVKNNCNVDLAFDTLADAIQQALQQGDIKLEEGWGGVRLIHKTQIPRSPSRKQHSGPCQC*MEAEGCRYQFRVALLGDAAVGKTSLLRSYVAGAPGAPEPEPEPEPTVGAECYRRALQLRAGPRVKLQLWDTAGHERFRCITRSFYRNVVGVLLVFDVTNRKSFEHIQDWHQEVMATQGPDKVIFLLVGHKSDLQSTRCVSAQEAEELAASLGMAFVETSVKNNCNVDLAFDTLADAIQQALQQGDIKLEEGWGG.... Protein 2 (ENSG00000176979) has sequence MEFVTALVNLQEESSCPICLEYLKDPVTINCGHNFCRSCLSVSWKDLDDTFPCPVCRFCFPYKSFRRNPQLRNLTEIAKQLQIRRSKRKRQKENAMCEKHNQFLTLFCVKDLEILCTQCSFSTKHQKHYICPIKKAASYHREILEGSLEPLRNNIERVEKVIILQGSKSVELKKKVEYKREEINSEFEQIRLFLQNEQEMILRQIQDEEMNILAKLNENLVELSDYVSTLKHLLREVEGKSVQSNLELLTQAKSMHHKYQNLKCPELFSFRLTKYGFSLPPQYSGLDRIIKPFQVDVILD.... Result: 0 (the proteins do not interact). (2) Protein 1 (ENSG00000115194) has sequence MEPSPAAGGLETTRLVSPRDRGGAGGSLRLKSLFTEPSEPLPEESKPVEMPFHHCHRDPLPPPGLTPERLHARRQLYAACAVCFVFMAGEVVGGYLAHSLAIMTDAAHLLADVGSMMGSLFSLWLSTRPATRTMTFGWHRSETLGALASVVSLWMVTGILLYLAFVRLLHSDYHIEGGAMLLTASIAVCANLLMAFVLHQAGPPHSHGSRGAEYAPLEEGPEEPLPLGNTSVRAAFVHVLGDLLQSFGVLAASILIYFKPQYKAADPISTFLFSICALGSTAPTLRDVLRILMEGTPRNV.... Protein 2 (ENSG00000160856) has sequence MLLWLLLLILTPGREQSGVAPKAVLLLNPPWSTAFKGEKVALICSSISHSLAQGDTYWYHDEKLLKIKHDKIQITEPGNYQCKTRGSSLSDAVHVEFSPDWLILQALHPVFEGDNVILRCQGKDNKNTHQKVYYKDGKQLPNSYNLEKITVNSVSRDNSKYHCTAYRKFYILDIEVTSKPLNIQVQELFLHPVLRASSSTPIEGSPMTLTCETQLSPQRPDVQLQFSLFRDSQTLGLGWSRSPRLQIPAMWTEDSGSYWCEVETVTHSIKKRSLRSQIRVQRVPVSNVNLEIRPTGGQLI.... Result: 1 (the proteins interact). (3) Protein 1 (ENSG00000138794) has sequence MSSASGLRRGHPAGGEENMTETDAFYKREMFDPAEKYKMDHRRRGIALIFNHERFFWHLTLPERRGTCADRDNLTRRFSDLGFEVKCFNDLKAEELLLKIHEVSTVSHADADCFVCVFLSHGEGNHIYAYDAKIEIQTLTGLFKGDKCHSLVGKPKIFIIQACRGNQHDVPVIPLDVVDNQTEKLDTNITEVDAASVYTLPAGADFLMCYSVAEGYYSHRETVNGSWYIQDLCEMLGKYGSSLEFTELLTLVNRKVSQRRVDFCKDPSAIGKKQVPCFASMLTKKLHFFPKSN*MSSASG.... Protein 2 (ENSG00000138794) has sequence MSSASGLRRGHPAGGEENMTETDAFYKREMFDPAEKYKMDHRRRGIALIFNHERFFWHLTLPERRGTCADRDNLTRRFSDLGFEVKCFNDLKAEELLLKIHEVSTVSHADADCFVCVFLSHGEGNHIYAYDAKIEIQTLTGLFKGDKCHSLVGKPKIFIIQACRGNQHDVPVIPLDVVDNQTEKLDTNITEVDAASVYTLPAGADFLMCYSVAEGYYSHRETVNGSWYIQDLCEMLGKYGSSLEFTELLTLVNRKVSQRRVDFCKDPSAIGKKQVPCFASMLTKKLHFFPKSN*MSSASG.... Result: 1 (the proteins interact). (4) Protein 1 (ENSG00000104524) has sequence MGGERSGVRGNKMAAAEPSPRRVGFVGAGRMAGAIAQGLIRAGKVEAQHILASAPTDRNLCHFQALGCRTTHSNQEVLQSCLLVIFATKPHVLPAVLAEVAPVVTTEHILVSVAAGVSLSTLEELLPPNTRVLRVLPNLPCVVQEGAIVMARGRHVGSSETKLLQHLLEACGRCEEVPEAYVDIHTGLSGSGVAFVCAFSEALAEGAVKMGMPSSLAHRIAAQTLLGTAKMLLHEGQHPAQLRSDVCTPGGTTIYGLHALEQGGLRAATMSAVEAATCRAKELSRK*MARGRHVGSSETK.... Protein 2 (ENSG00000137876) has sequence MRIEKCYFCSGPIYPGHGMMFVRNDCKVFRFCKSKCHKNFKKKRNPRKVRWTKAFRKAAGKELTVDNSFEFEKRRNEPIKYQRELWNKTIDAMKRVEEIKQKRQAKFIMNRLKKNKELQKVQDIKEVKQNIHLIRAPLAGKGKQLEEKMVQQLQEDVDMEDAP*MRIEKCYFCSGPIYPGHGMMFVRNDCKVFRFCKSKCHKNFKKKRNPRKVRWTKAFRKAAGKELTVVSTVSYQYSFYTFHSFSI*MVELCIKLLQVFRFCKSKCHKNFKKKRNPRKVRWTKAFRKAAGKELTVDNSF.... Result: 0 (the proteins do not interact). (5) Protein 1 (ENSG00000091844) has sequence MRKRQQSQNEGTPAVSQAPGNQRPNNTCCFCWCCCCSCSCLTVRNEERGENAGRPTHTTKMESIQVLEECQNPTAEEVLSWSQNFDKMMKAPAGRNLFREFLRTEYSEENLLFWLACEDLKKEQNKKVIEEKARMIYEDYISILSPKEVSLDSRVREVINRNLLDPNPHMYEDAQLQIYTLMHRDSFPRFLNSQIYKSFVESTAGSSSES*. Protein 2 (ENSG00000188343) has sequence MMRRTLENRNAQTKQLQTAVSNVEKHFGELCQIFAAYVRKTARLRDKADLLVNEINAYAATETPHLKLGLMNFADEFAKLQDYRQAEVERLEAKVVEPLKTYGTIVKMKRDDLKATLTARNREAKQLTQLERTRQRNPSDRHVINFEEFSVKRRNIRNLYSLC*MMRRTLENRNAQTKQLQTAVSNVEKHFGELCQIFAAYVRKTARLRDKADLLVNEINAYAATETPHLKLGLMNFADEFAKLQDYRQAEVERLEAKVVEPLKTYGTIVKMKRDDLKATLTARNREAKQLTQLERTRQR.... Result: 0 (the proteins do not interact). (6) Protein 1 (ENSG00000055813) has sequence MSKAAGGAAAAAAAAESCSPAPAGSSAAPPAPVEDLSKVSDEELLQWSKEELIRSLRRAEAEKVSAMLDHSNLIREVNRRLQLHLGEIRGLKDINQKLQEDNQELRDLCCFLDDDRQKGKRVSREWQRLGRYTAGVMHKEVALYLQKLKDLEVKQEEVVKENMELKELCVLLDEEKGAGCAGSRCSIDSQASLCQLTASTAPYVRDVGDGSSTSSTGSTDSPDHHKHHASSGSPEHLQKPRSEGSPEHSKHRSASPEHPQKPRACGTPDRPKALKGPSPEHHKPLCKGSPEQQRHPHPGS.... Protein 2 (ENSG00000159708) has sequence MAEQWELDEEGIRRLGALTLEQPELVESLSLQGSYAGKIHSIGDAFRNFKNLRSLDLSRNLITSLKGIQYLCSLQDLNLYYNNIPSLVEVSRLQPLPFLKELDLRLNPVVRKDTDYRLFAVYTLQTLEKLDDRTVREGERKAAKLHFSQLGNSENFLLEVEKSSREKTMKNCVTGESSASKVSANVDSRIEMDSNKGLFIPFPNREIKDSLSTSATQGNGTRDQKLDTFPLGTQTQEVARREMPSDNHQEDEFRHYSPRQSTVRSPEKMTREGYQVSFLDNKSSGSSPEKELIPKPDTFH.... Result: 0 (the proteins do not interact). (7) Protein 2 (ENSG00000086589) has sequence MATSLGSNTYNRQNWEDADFPILCQTCLGENPYIRMTKEKYGKECKICARPFTVFRWCPGVRMRFKKTEVCQTCSKLKNVCQTCLLDLEYGLPIQVRDAGLSFKDDMPKSDVNKEYYTQNMEREISNSDGTRPVGMLGKATSTSDMLLKLARTTPYYKRNRPHICSFWVKGECKRGEECPYRHEKPTDPDDPLADQNIKDRYYGINDPVADKLLKRASTMPRLDPPEDKTITTLYVGGLGDTITETDLRNHFYQFGEIRTITVVQRQQCAFIQFATRQAAEVAAEKSFNKLIVNGRRLNV.... Result: 0 (the proteins do not interact). Protein 1 (ENSG00000166862) has sequence MGLFDRGVQMLLTTVGAFAAFSLMTIAVGTDYWLYSRGVCKTKSVSENETSKKNEEVMTHSGLWRTCCLEGNFKGLCKQIDHFPEDADYEADTAEYFLRAVRASSIFPILSVILLFMGGLCIAASEFYKTRHNIILSAGIFFVSAGLSNIIGIIVYISANAGDPSKSDSKKNSYSYGWSFYFGALSFIIAEMVGVLAVHMFIDRHKQLRATARATDYLQASAITRIPSYRYRYQRRSRSSSRSTEPSHSRDASPVGIKGFNTLPSTEISMYTLSRDPLKAATTPTATYNSDRDNSFLQVH....